This data is from Reaction yield outcomes from USPTO patents with 853,638 reactions. The task is: Predict the reaction yield, written as a fraction of the theoretical maximum amount of product (1.0 means a 100% yield; for example, 0.34 means a 34% yield). (1) The reactants are [CH3:1][O:2][C:3]1[CH:4]=[N:5][C:6]2[C:11]([CH:12]=1)=[CH:10][CH:9]=[CH:8][CH:7]=2.C(O)(C(F)(F)F)=[O:14]. The catalyst is [Pt]=O. The product is [CH3:1][O:2][C:3]1[CH:4]=[N:5][C:6]2[CH:7]([OH:14])[CH2:8][CH2:9][CH2:10][C:11]=2[CH:12]=1. The yield is 0.870. (2) The reactants are [NH2:1][C@@H:2]([C@H:4]1[CH2:9][CH2:8][C@H:7]([NH:10][C:11](=[O:15])[C@H:12]([OH:14])[CH3:13])[CH2:6][CH2:5]1)[CH3:3].CN(C=O)C.[F:21][C:22]([F:55])([F:54])[C:23]1[CH:24]=[C:25]2[C:31]([C:32]3[C:37]([C:38]#[N:39])=[CH:36][N:35]=[C:34](S(C)(=O)=O)[N:33]=3)=[CH:30][N:29](S(C3C=CC(C)=CC=3)(=O)=O)[C:26]2=[N:27][CH:28]=1.[OH-].[Li+]. The product is [C:38]([C:37]1[C:32]([C:31]2[C:25]3[C:26](=[N:27][CH:28]=[C:23]([C:22]([F:54])([F:21])[F:55])[CH:24]=3)[NH:29][CH:30]=2)=[N:33][C:34]([NH:1][C@@H:2]([C@H:4]2[CH2:5][CH2:6][C@H:7]([NH:10][C:11](=[O:15])[C@H:12]([OH:14])[CH3:13])[CH2:8][CH2:9]2)[CH3:3])=[N:35][CH:36]=1)#[N:39]. The catalyst is C1COCC1. The yield is 0.180. (3) The yield is 0.720. The reactants are [N+:1]([C:4]1[CH:9]=[CH:8][C:7]([NH2:10])=[CH:6][CH:5]=1)([O-:3])=[O:2].[Br:11]Br. The product is [Br:11][C:8]1[CH:9]=[C:4]([N+:1]([O-:3])=[O:2])[CH:5]=[CH:6][C:7]=1[NH2:10]. The catalyst is CC(O)=O. (4) The yield is 0.0500. The reactants are [NH2:1][C:2]1[CH:7]=[CH:6][CH:5]=[CH:4][C:3]=1[S:8]([NH:11][C:12]1[CH:21]=[CH:20][C:19]2[CH2:18][CH2:17][CH2:16][CH2:15][C:14]=2[C:13]=1[C:22]([OH:24])=[O:23])(=[O:10])=[O:9].ClC(Cl)(O[C:29](=[O:35])OC(Cl)(Cl)Cl)Cl.[CH2:37]([N:39]([CH2:43][CH3:44])[CH2:40][CH2:41][NH2:42])[CH3:38]. The catalyst is N1C=CC=CC=1. The product is [CH2:37]([N:39]([CH2:43][CH3:44])[CH2:40][CH2:41][NH:42][C:29]([NH:1][C:2]1[CH:7]=[CH:6][CH:5]=[CH:4][C:3]=1[S:8]([NH:11][C:12]1[CH:21]=[CH:20][C:19]2[CH2:18][CH2:17][CH2:16][CH2:15][C:14]=2[C:13]=1[C:22]([OH:24])=[O:23])(=[O:10])=[O:9])=[O:35])[CH3:38]. (5) The reactants are [C:1]([C:3]([C:6]1[CH:7]=[C:8]([CH:12]=[CH:13][CH:14]=1)[C:9]([OH:11])=[O:10])([CH3:5])[CH3:4])#N.[O:15]1CCCC1.[H-].C([Al+]CC(C)C)C(C)C.Cl. The catalyst is C1(C)C=CC=CC=1.CCCCCC.C(OCC)(=O)C. The product is [CH3:5][C:3]([C:6]1[CH:7]=[C:8]([CH:12]=[CH:13][CH:14]=1)[C:9]([OH:11])=[O:10])([CH3:4])[CH:1]=[O:15]. The yield is 0.730. (6) The reactants are Br.C1(C)C=C(C)C=C(C)C=1S([N:13]([CH2:20][CH2:21][CH2:22][CH2:23][CH2:24][NH2:25])[CH2:14][CH2:15][CH2:16][CH2:17][CH2:18][NH2:19])(=O)=O.C1(O)C=CC=CC=1.C(Cl)(Cl)[Cl:35]. No catalyst specified. The product is [ClH:35].[ClH:35].[ClH:35].[NH2:25][CH2:24][CH2:23][CH2:22][CH2:21][CH2:20][NH:13][CH2:14][CH2:15][CH2:16][CH2:17][CH2:18][NH2:19]. The yield is 0.610. (7) The reactants are [CH3:1][O:2][C:3]1[CH:50]=[C:49](/[CH:51]=[CH:52]/[C:53]([O:55][CH3:56])=[O:54])[CH:48]=[CH:47][C:4]=1[O:5][CH2:6][CH2:7][CH2:8][CH2:9][CH2:10][CH2:11][CH2:12][CH2:13][O:14][C:15]1[CH:16]=[C:17]([CH:20]=[C:21]([O:23][CH2:24][CH2:25][CH2:26][CH2:27][CH2:28][CH2:29][CH2:30][CH2:31][O:32][C:33]2[CH:38]=[CH:37][C:36](/[CH:39]=[CH:40]/[C:41](=[O:44])[O:42][CH3:43])=[CH:35][C:34]=2[O:45][CH3:46])[CH:22]=1)[CH2:18]O.[Br:57]C(Br)(Br)Br.C1(P(C2C=CC=CC=2)C2C=CC=CC=2)C=CC=CC=1. The catalyst is ClCCl. The product is [CH3:1][O:2][C:3]1[CH:50]=[C:49](/[CH:51]=[CH:52]/[C:53]([O:55][CH3:56])=[O:54])[CH:48]=[CH:47][C:4]=1[O:5][CH2:6][CH2:7][CH2:8][CH2:9][CH2:10][CH2:11][CH2:12][CH2:13][O:14][C:15]1[CH:16]=[C:17]([CH:20]=[C:21]([O:23][CH2:24][CH2:25][CH2:26][CH2:27][CH2:28][CH2:29][CH2:30][CH2:31][O:32][C:33]2[CH:38]=[CH:37][C:36](/[CH:39]=[CH:40]/[C:41](=[O:44])[O:42][CH3:43])=[CH:35][C:34]=2[O:45][CH3:46])[CH:22]=1)[CH2:18][Br:57]. The yield is 0.780. (8) The reactants are [CH2:1]([C:3]1[C:8]([CH2:9][S:10][C:11]2[N:16]=[C:15]([OH:17])[CH:14]=[C:13]([C:18]([F:21])([F:20])[F:19])[N:12]=2)=[C:7]([CH2:22][CH3:23])[CH:6]=[CH:5][N:4]=1)[CH3:2].[ClH:24].O1CCOCC1. The catalyst is CO. The product is [ClH:24].[CH2:1]([C:3]1[C:8]([CH2:9][S:10][C:11]2[N:16]=[C:15]([OH:17])[CH:14]=[C:13]([C:18]([F:21])([F:20])[F:19])[N:12]=2)=[C:7]([CH2:22][CH3:23])[CH:6]=[CH:5][N:4]=1)[CH3:2]. The yield is 0.950.